From a dataset of Reaction yield outcomes from USPTO patents with 853,638 reactions. Predict the reaction yield, written as a fraction of the theoretical maximum amount of product (1.0 means a 100% yield; for example, 0.34 means a 34% yield). (1) The reactants are [CH3:1][O:2][C:3]1[C:19]([O:20][CH3:21])=[C:18]([O:22][CH3:23])[CH:17]=[C:16]([CH3:24])[C:4]=1[C:5]([C:7]1[C:8]([F:15])=[N:9][CH:10]=[C:11]([CH3:14])[C:12]=1I)=[O:6].[C:25](=O)([O-])[O-].[K+].[K+].CB1OB(C)OB(C)O1. The catalyst is C1C=CC([P]([Pd]([P](C2C=CC=CC=2)(C2C=CC=CC=2)C2C=CC=CC=2)([P](C2C=CC=CC=2)(C2C=CC=CC=2)C2C=CC=CC=2)[P](C2C=CC=CC=2)(C2C=CC=CC=2)C2C=CC=CC=2)(C2C=CC=CC=2)C2C=CC=CC=2)=CC=1.O1CCOCC1. The product is [CH3:1][O:2][C:3]1[C:19]([O:20][CH3:21])=[C:18]([O:22][CH3:23])[CH:17]=[C:16]([CH3:24])[C:4]=1[C:5]([C:7]1[C:8]([F:15])=[N:9][CH:10]=[C:11]([CH3:14])[C:12]=1[CH3:25])=[O:6]. The yield is 0.700. (2) The product is [F:1][C:2]1[CH:3]=[C:4]([C@@:9]23[O:17][CH2:16][O:15][C@@H:10]2[CH2:11][N:12]([C:23]([C:22]2[CH:26]=[CH:27][C:28]([O:29][CH2:30][CH2:31][O:32][C:33]([F:36])([F:35])[F:34])=[C:20]([O:19][CH3:18])[CH:21]=2)=[O:24])[CH2:13][CH2:14]3)[CH:5]=[C:6]([F:8])[CH:7]=1. The yield is 0.594. The reactants are [F:1][C:2]1[CH:3]=[C:4]([C@@:9]23[O:17][CH2:16][O:15][C@@H:10]2[CH2:11][NH:12][CH2:13][CH2:14]3)[CH:5]=[C:6]([F:8])[CH:7]=1.[CH3:18][O:19][C:20]1[CH:21]=[C:22]([CH:26]=[CH:27][C:28]=1[O:29][CH2:30][CH2:31][O:32][C:33]([F:36])([F:35])[F:34])[C:23](O)=[O:24].CN(C(ON1N=NC2C=CC=NC1=2)=[N+](C)C)C.F[P-](F)(F)(F)(F)F.C(N(CC)CC)C.[Na+].[Cl-]. The catalyst is O.CN(C=O)C. (3) The reactants are [Br:1][C:2]1[CH:3]=[C:4]2[C:9](=[CH:10][CH:11]=1)[N:8]=[CH:7][C:6]([S:12]([CH3:15])(=[O:14])=[O:13])=[C:5]2Cl.[CH3:17][N:18]([CH2:20][CH:21]1[CH2:26][CH2:25][CH:24]([NH2:27])[CH2:23][CH2:22]1)[CH3:19].C(N(CC)C(C)C)(C)C. The catalyst is O1CCOCC1.C(=O)(O)[O-].[Na+]. The product is [Br:1][C:2]1[CH:3]=[C:4]2[C:9](=[CH:10][CH:11]=1)[N:8]=[CH:7][C:6]([S:12]([CH3:15])(=[O:14])=[O:13])=[C:5]2[NH:27][C:24]1[CH:23]=[CH:22][C:21]([CH2:20][N:18]([CH3:19])[CH3:17])=[CH:26][CH:25]=1. The yield is 0.660. (4) The reactants are [F:1][C:2]([F:43])([F:42])[C:3]1[CH:4]=[C:5]([CH:39]=[CH:40][CH:41]=1)[CH2:6][NH:7][C:8](=[O:38])[C:9]1[CH:14]=[CH:13][N:12]=[C:11]([C:15]2[CH:20]=[C:19]([N:21]3[CH2:26][CH2:25][CH2:24][CH2:23][CH2:22]3)[CH:18]=[CH:17][C:16]=2[NH:27][C:28](=[O:37])[C:29]2[CH:34]=[CH:33][CH:32]=[C:31]([CH2:35]Br)[CH:30]=2)[CH:10]=1.[N-:44]=[N+:45]=[N-:46].[Na+]. The catalyst is CN(C)C=O.O. The product is [F:1][C:2]([F:43])([F:42])[C:3]1[CH:4]=[C:5]([CH:39]=[CH:40][CH:41]=1)[CH2:6][NH:7][C:8](=[O:38])[C:9]1[CH:14]=[CH:13][N:12]=[C:11]([C:15]2[CH:20]=[C:19]([N:21]3[CH2:26][CH2:25][CH2:24][CH2:23][CH2:22]3)[CH:18]=[CH:17][C:16]=2[NH:27][C:28](=[O:37])[C:29]2[CH:34]=[CH:33][CH:32]=[C:31]([CH2:35][N:44]=[N+:45]=[N-:46])[CH:30]=2)[CH:10]=1. The yield is 0.490. (5) The reactants are [F:1][C:2]1[CH:3]=[CH:4][CH:5]=[C:6]2[C:10]=1[NH:9][C:8](=[O:11])[C:7]2=O.[OH-:13].[Na+].[N:15]([O-])=O.[Na+].S(=O)(=O)(O)O. The product is [F:1][C:2]1[CH:3]=[CH:4][CH:5]=[C:6]2[C:10]=1[NH:9][N:15]=[C:7]2[C:8]([OH:11])=[O:13]. The catalyst is O.Cl. The yield is 0.470. (6) The reactants are [O:1]=[C:2]1[CH2:7][O:6][C:5]2[CH:8]=[CH:9][C:10]([O:12][CH2:13][CH2:14][CH2:15][CH:16]=O)=[N:11][C:4]=2[NH:3]1.[Cl:18][C:19]1[C:24]([Cl:25])=[CH:23][CH:22]=[CH:21][C:20]=1[N:26]1[CH2:31][CH2:30][NH:29][CH2:28][CH2:27]1.[BH-](OC(C)=O)(OC(C)=O)OC(C)=O.[Na+].CCOCC. The catalyst is ClC(Cl)C. The product is [Cl:18][C:19]1[C:24]([Cl:25])=[CH:23][CH:22]=[CH:21][C:20]=1[N:26]1[CH2:31][CH2:30][N:29]([CH2:16][CH2:15][CH2:14][CH2:13][O:12][C:10]2[CH:9]=[CH:8][C:5]3[O:6][CH2:7][C:2](=[O:1])[NH:3][C:4]=3[N:11]=2)[CH2:28][CH2:27]1. The yield is 0.630.